This data is from Catalyst prediction with 721,799 reactions and 888 catalyst types from USPTO. The task is: Predict which catalyst facilitates the given reaction. (1) Reactant: [NH2:1][C:2]1[N:10]=[C:9]2[C:5]([N:6]=[CH:7][N:8]2[CH:11]2[CH:15]([O:16]C(=O)C3C=CC=CC=3)[CH2:14][CH:13]([CH:25]=[CH:26][P:27]([OH:30])([OH:29])=[O:28])[O:12]2)=[C:4](Br)[N:3]=1.[CH3:32][NH2:33]. Product: [NH2:1][C:2]1[N:10]=[C:9]2[C:5]([N:6]=[CH:7][N:8]2[CH:11]2[O:12][CH:13]([CH:25]=[CH:26][P:27](=[O:28])([OH:30])[OH:29])[CH2:14][CH:15]2[OH:16])=[C:4]([NH:33][CH3:32])[N:3]=1. The catalyst class is: 6. (2) Reactant: [Si:1]([O:8][CH2:9][C@H:10]1[CH2:14][CH2:13][C:12](=[O:15])[N:11]1[CH2:16][C:17]([O:19]C)=O)([C:4]([CH3:7])([CH3:6])[CH3:5])([CH3:3])[CH3:2].[NH3:21]. The catalyst class is: 5. Product: [Si:1]([O:8][CH2:9][C@H:10]1[CH2:14][CH2:13][C:12](=[O:15])[N:11]1[CH2:16][C:17]([NH2:21])=[O:19])([C:4]([CH3:7])([CH3:6])[CH3:5])([CH3:3])[CH3:2]. (3) Reactant: [C:1]([Cu])#[N:2].N[C:5]1[CH:6]=[CH:7][CH:8]=[C:9]2[C:13]=1[NH:12][C:11]([C:14]([NH2:16])=[O:15])=[C:10]2[S:17]([N:20]1[CH2:25][CH2:24][O:23][CH2:22][CH2:21]1)(=[O:19])=[O:18].N(OC(C)(C)C)=O. Product: [C:1]([C:5]1[CH:6]=[CH:7][CH:8]=[C:9]2[C:13]=1[NH:12][C:11]([C:14]([NH2:16])=[O:15])=[C:10]2[S:17]([N:20]1[CH2:25][CH2:24][O:23][CH2:22][CH2:21]1)(=[O:19])=[O:18])#[N:2]. The catalyst class is: 16. (4) Reactant: [Cl:1][C:2]1[CH:10]=[C:9]2[C:5]([CH:6]=[C:7]([CH2:11][N:12]3[CH2:17][CH2:16][CH:15]([C:18]([O:20]CC)=[O:19])[CH2:14][CH2:13]3)[NH:8]2)=[CH:4][C:3]=1[C:23]1[CH:28]=[CH:27][C:26]([C:29]2[CH:34]=[CH:33][C:32]([S:35]([CH3:38])(=[O:37])=[O:36])=[CH:31][CH:30]=2)=[CH:25][CH:24]=1.[OH-].[Na+].O.Cl. Product: [Cl:1][C:2]1[CH:10]=[C:9]2[C:5]([CH:6]=[C:7]([CH2:11][N:12]3[CH2:17][CH2:16][CH:15]([C:18]([OH:20])=[O:19])[CH2:14][CH2:13]3)[NH:8]2)=[CH:4][C:3]=1[C:23]1[CH:24]=[CH:25][C:26]([C:29]2[CH:30]=[CH:31][C:32]([S:35]([CH3:38])(=[O:36])=[O:37])=[CH:33][CH:34]=2)=[CH:27][CH:28]=1. The catalyst class is: 36.